Task: Predict which catalyst facilitates the given reaction.. Dataset: Catalyst prediction with 721,799 reactions and 888 catalyst types from USPTO (1) Reactant: O[C:2]1[C:3](=[O:14])[NH:4][C:5](=[O:13])[C:6]=1[C:7]1[CH:12]=[CH:11][CH:10]=[CH:9][CH:8]=1.CN(C=O)C.C(Cl)(=O)C([Cl:23])=O. Product: [Cl:23][C:2]1[C:3](=[O:14])[NH:4][C:5](=[O:13])[C:6]=1[C:7]1[CH:12]=[CH:11][CH:10]=[CH:9][CH:8]=1. The catalyst class is: 4. (2) Reactant: [F:1][C:2]1[CH:7]=[CH:6][CH:5]=[C:4]([F:8])[C:3]=1[N:9]1[C:14]2[N:15]=[C:16](S(C)=O)[N:17]=[C:18]([C:19]3[CH:20]=[C:21]([CH:28]=[CH:29][C:30]=3[CH3:31])[C:22]([NH:24][CH:25]([CH3:27])[CH3:26])=[O:23])[C:13]=2[CH2:12][NH:11][C:10]1=[O:35].[NH2:36][CH2:37][CH2:38][N:39]([CH3:47])[C:40](=[O:46])[O:41][C:42]([CH3:45])([CH3:44])[CH3:43].C(N(CC)C(C)C)(C)C. Product: [F:1][C:2]1[CH:7]=[CH:6][CH:5]=[C:4]([F:8])[C:3]=1[N:9]1[C:14]2[N:15]=[C:16]([NH:36][CH2:37][CH2:38][N:39]([CH3:47])[C:40](=[O:46])[O:41][C:42]([CH3:43])([CH3:44])[CH3:45])[N:17]=[C:18]([C:19]3[CH:20]=[C:21]([C:22]([NH:24][CH:25]([CH3:27])[CH3:26])=[O:23])[CH:28]=[CH:29][C:30]=3[CH3:31])[C:13]=2[CH2:12][NH:11][C:10]1=[O:35]. The catalyst class is: 1.